From a dataset of Full USPTO retrosynthesis dataset with 1.9M reactions from patents (1976-2016). Predict the reactants needed to synthesize the given product. (1) Given the product [CH3:12][O:11][C:10]1[CH:9]=[CH:8][C:5]([CH:6]=[C:16]([N+:13]([O-:15])=[O:14])[CH2:17][CH3:18])=[CH:4][C:3]=1[O:2][CH3:1], predict the reactants needed to synthesize it. The reactants are: [CH3:1][O:2][C:3]1[CH:4]=[C:5]([CH:8]=[CH:9][C:10]=1[O:11][CH3:12])[CH:6]=O.[N+:13]([CH2:16][CH2:17][CH3:18])([O-:15])=[O:14].Cl.CNC.[F-].[K+]. (2) Given the product [Cl:18][C:19]1[C:24]([Cl:25])=[CH:23][CH:22]=[CH:21][C:20]=1[S:26]([NH:15][C:12]1[C:11]([O:16][CH3:17])=[N:10][C:9]([C:3]2[CH:4]=[CH:5][C:6]([F:8])=[CH:7][C:2]=2[F:1])=[CH:14][N:13]=1)(=[O:28])=[O:27], predict the reactants needed to synthesize it. The reactants are: [F:1][C:2]1[CH:7]=[C:6]([F:8])[CH:5]=[CH:4][C:3]=1[C:9]1[N:10]=[C:11]([O:16][CH3:17])[C:12]([NH2:15])=[N:13][CH:14]=1.[Cl:18][C:19]1[C:24]([Cl:25])=[CH:23][CH:22]=[CH:21][C:20]=1[S:26](Cl)(=[O:28])=[O:27]. (3) Given the product [CH3:1][O:2][C:3]1[N:8]=[CH:7][C:6]([NH:9][C:10]2[N:15]=[C:14]([CH2:16][CH2:17][C:18]3[CH:23]=[CH:22][CH:21]=[CH:20][C:19]=3[C:24]3([C:27]([NH2:29])=[O:28])[CH2:26][CH2:25]3)[C:13]([C:30]([F:32])([F:33])[F:31])=[CH:12][N:11]=2)=[CH:5][CH:4]=1, predict the reactants needed to synthesize it. The reactants are: [CH3:1][O:2][C:3]1[N:8]=[CH:7][C:6]([NH:9][C:10]2[N:15]=[C:14]([C:16]#[C:17][C:18]3[CH:23]=[CH:22][CH:21]=[CH:20][C:19]=3[C:24]3([C:27]([NH2:29])=[O:28])[CH2:26][CH2:25]3)[C:13]([C:30]([F:33])([F:32])[F:31])=[CH:12][N:11]=2)=[CH:5][CH:4]=1.CO. (4) Given the product [C:29]([OH:33])(=[O:32])[C:23]([OH:25])=[O:26].[CH:18]1[C:19]2[C:20]3[CH2:21][CH2:22][NH:9][CH2:10][CH2:11][C:12]=3[N:13]3[C:14]=2[C:15]([C:29](=[O:32])[CH2:30][CH2:31]3)=[CH:16][CH:17]=1, predict the reactants needed to synthesize it. The reactants are: C([N:9]1[CH2:22][CH2:21][C:20]2[C:19]3[CH:18]=[CH:17][CH:16]=[CH:15][C:14]=3[NH:13][C:12]=2[CH2:11][CH2:10]1)(=O)C1C=CC=CC=1.[C:23](=[O:26])([O-:25])[O-].[Cs+].[Cs+].[C:29]([O:33]CC)(=[O:32])[CH:30]=[CH2:31]. (5) Given the product [CH3:1][O:2][C:3]1[CH:4]=[C:5]2[C:9](=[CH:10][CH:11]=1)[NH:8][C:7](=[O:12])[CH2:6]2, predict the reactants needed to synthesize it. The reactants are: [CH3:1][O:2][C:3]1[CH:4]=[C:5]2[C:9](=[CH:10][CH:11]=1)[NH:8][C:7](=[O:12])[C:6]2=O.O.NN.Cl. (6) Given the product [Cl:1][C:2]1[C:3]([F:10])=[C:4]([CH2:5][SH:13])[CH:7]=[CH:8][CH:9]=1, predict the reactants needed to synthesize it. The reactants are: [Cl:1][C:2]1[C:3]([F:10])=[C:4]([CH:7]=[CH:8][CH:9]=1)[CH2:5]Br.NC(N)=[S:13]. (7) Given the product [F:25][C:24]([F:27])([F:26])[C:22]([OH:28])=[O:23].[F:21][C:17]1[CH:16]=[C:15]([C@@H:5]2[NH:6][CH2:7][C@@H:3]([C:1]#[N:2])[CH2:4]2)[CH:20]=[CH:19][CH:18]=1, predict the reactants needed to synthesize it. The reactants are: [C:1]([C@@H:3]1[CH2:7][N:6](C(OC(C)(C)C)=O)[C@@H:5]([C:15]2[CH:20]=[CH:19][CH:18]=[C:17]([F:21])[CH:16]=2)[CH2:4]1)#[N:2].[C:22]([OH:28])([C:24]([F:27])([F:26])[F:25])=[O:23]. (8) Given the product [CH:13]1[C:14]([CH2:22][C@@H:23]([NH2:40])[CH2:24][C:25]([N:27]2[CH2:39][C:31]3=[N:32][N:33]=[C:34]([C:35]([F:38])([F:37])[F:36])[N:30]3[CH2:29][CH2:28]2)=[O:26])=[C:15]([F:21])[CH:16]=[C:17]([F:20])[C:18]=1[F:19].[O-:3][C:2]([CH2:4][CH2:5][CH2:6][CH2:7][CH2:8][CH2:9][CH2:10][CH2:11][CH3:12])=[O:1], predict the reactants needed to synthesize it. The reactants are: [OH:1][C:2]([CH2:4][CH2:5][CH2:6][CH2:7][CH2:8][CH2:9][CH2:10][CH2:11][CH3:12])=[O:3].[CH:13]1[C:14]([CH2:22][C@@H:23]([NH2:40])[CH2:24][C:25]([N:27]2[CH2:39][C:31]3=[N:32][N:33]=[C:34]([C:35]([F:38])([F:37])[F:36])[N:30]3[CH2:29][CH2:28]2)=[O:26])=[C:15]([F:21])[CH:16]=[C:17]([F:20])[C:18]=1[F:19].